From a dataset of Full USPTO retrosynthesis dataset with 1.9M reactions from patents (1976-2016). Predict the reactants needed to synthesize the given product. (1) Given the product [F:7][C:8]1[CH:9]=[CH:10][C:11]([O:52][CH3:53])=[C:12]([C:14]([CH3:50])([CH3:51])[CH2:15][C:16]([OH:49])([C:45]([F:46])([F:48])[F:47])[CH2:17][NH:18][C:19]2[CH:27]=[C:26]([CH3:28])[CH:25]=[C:24]3[C:20]=2[CH:21]=[N:22][N:23]3[C:29]2[CH:30]=[C:31]([CH:42]=[CH:43][CH:44]=2)[C:32]([O:34][CH2:35][CH3:36])=[O:33])[CH:13]=1, predict the reactants needed to synthesize it. The reactants are: CC(C)([O-])C.[Na+].[F:7][C:8]1[CH:9]=[CH:10][C:11]([O:52][CH3:53])=[C:12]([C:14]([CH3:51])([CH3:50])[CH2:15][C:16]([OH:49])([C:45]([F:48])([F:47])[F:46])[CH2:17][NH:18][C:19]2[CH:27]=[C:26]([CH3:28])[CH:25]=[C:24]3[C:20]=2[CH:21]=[N:22][N:23]3[C:29]2[CH:30]=[C:31]([CH:42]=[CH:43][CH:44]=2)[C:32]([O:34][CH2:35][C:36]2C=CC=CC=2)=[O:33])[CH:13]=1. (2) Given the product [C:28]1([NH:6][C:7]([C:9]2[C:10](=[O:27])[N:11]([CH3:26])[C:12]3[C:17]([C:18]=2[O:19][P:20]([CH2:24][CH3:25])([CH2:22][CH3:23])=[O:21])=[CH:16][CH:15]=[CH:14][CH:13]=3)=[O:8])[CH:29]=[CH:30][CH:31]=[CH:32][CH:33]=1, predict the reactants needed to synthesize it. The reactants are: COC1C=C(OC)C=CC=1C[N:6]([C:28]1[CH:33]=[CH:32][CH:31]=[CH:30][CH:29]=1)[C:7]([C:9]1[C:10](=[O:27])[N:11]([CH3:26])[C:12]2[C:17]([C:18]=1[O:19][P:20]([CH2:24][CH3:25])([CH2:22][CH3:23])=[O:21])=[CH:16][CH:15]=[CH:14][CH:13]=2)=[O:8].[N+]([O-])([O-])=O.[NH4+].[Ce].CC#N.